This data is from Forward reaction prediction with 1.9M reactions from USPTO patents (1976-2016). The task is: Predict the product of the given reaction. (1) Given the reactants [F:1][C:2]1[CH:10]=[C:9]2[C:5]([CH2:6][CH2:7][NH:8]2)=[CH:4][CH:3]=1.[C:11]([N:18]1[CH2:23][CH2:22][C:21](=O)[CH2:20][CH2:19]1)([O:13][C:14]([CH3:17])([CH3:16])[CH3:15])=[O:12].[BH-](OC(C)=O)(OC(C)=O)OC(C)=O.[Na+].C([O-])([O-])=O.[Na+].[Na+], predict the reaction product. The product is: [F:1][C:2]1[CH:10]=[C:9]2[C:5]([CH2:6][CH2:7][N:8]2[CH:21]2[CH2:22][CH2:23][N:18]([C:11]([O:13][C:14]([CH3:17])([CH3:16])[CH3:15])=[O:12])[CH2:19][CH2:20]2)=[CH:4][CH:3]=1. (2) Given the reactants [CH3:1][C:2]([CH3:40])([CH3:39])[C:3]([NH:5][CH2:6][C@@H:7]([C@@H:9]([NH:31]C(=O)OC(C)(C)C)[CH2:10][C@H:11]([CH2:15][NH:16][C:17](=[O:30])[C:18]1[CH:23]=[CH:22][CH:21]=[CH:20][C:19]=1[O:24][CH2:25][CH2:26][CH2:27][O:28][CH3:29])[CH:12]([CH3:14])[CH3:13])[OH:8])=[O:4].[ClH:41], predict the reaction product. The product is: [ClH:41].[NH2:31][C@H:9]([C@@H:7]([OH:8])[CH2:6][NH:5][C:3](=[O:4])[C:2]([CH3:40])([CH3:39])[CH3:1])[CH2:10][C@@H:11]([CH:12]([CH3:14])[CH3:13])[CH2:15][NH:16][C:17](=[O:30])[C:18]1[CH:23]=[CH:22][CH:21]=[CH:20][C:19]=1[O:24][CH2:25][CH2:26][CH2:27][O:28][CH3:29]. (3) Given the reactants Cl.Cl.[I:3][C:4]1[C:12]2[C:7](=[N:8][CH:9]=[N:10][C:11]=2[NH2:13])[N:6]([CH:14]2[CH2:19][CH2:18][NH:17][CH2:16][CH2:15]2)[N:5]=1.[CH3:20][N:21]([CH3:26])[CH2:22][C:23](O)=[O:24].ON1C2N=CC=CC=2N=N1.Cl.CN(C)CCCN=C=NCC.C(NC(C)C)C, predict the reaction product. The product is: [NH2:13][C:11]1[N:10]=[CH:9][N:8]=[C:7]2[N:6]([CH:14]3[CH2:19][CH2:18][N:17]([C:23](=[O:24])[CH2:22][N:21]([CH3:26])[CH3:20])[CH2:16][CH2:15]3)[N:5]=[C:4]([I:3])[C:12]=12. (4) Given the reactants [OH:1][C@@H:2]([C@H:4]1[C:24](=[O:25])[N:6]2[C:7]([C:21]([O-:23])=[O:22])=[C:8]([S:11]/[CH:12]=[CH:13]\[C:14]3[S:18][CH:17]=[N:16][C:15]=3[CH2:19][OH:20])[C@H:9]([CH3:10])[C@H:5]12)[CH3:3].[Na+].[CH2:27]([O:29][C:30]([O:32][CH2:33]I)=[O:31])[CH3:28], predict the reaction product. The product is: [OH:1][C@@H:2]([C@H:4]1[C:24](=[O:25])[N:6]2[C:7]([C:21]([O:23][CH2:33][O:32][C:30]([O:29][CH2:27][CH3:28])=[O:31])=[O:22])=[C:8]([S:11]/[CH:12]=[CH:13]\[C:14]3[S:18][CH:17]=[N:16][C:15]=3[CH2:19][OH:20])[C@H:9]([CH3:10])[C@H:5]12)[CH3:3]. (5) The product is: [CH3:29][N:20]([S:21]([C:24]1[S:25][CH:26]=[CH:27][CH:28]=1)(=[O:23])=[O:22])[C:14]1[CH:15]=[CH:16][CH:17]=[C:18]2[C:13]=1[NH:12][C:11]([C:9]1[S:10][CH:6]([CH2:5][C:4]([OH:30])=[O:3])[CH2:7][N:8]=1)=[CH:19]2. Given the reactants C([O:3][C:4](=[O:30])[CH2:5][CH:6]1[S:10][C:9]([C:11]2[NH:12][C:13]3[C:18]([CH:19]=2)=[CH:17][CH:16]=[CH:15][C:14]=3[N:20]([CH3:29])[S:21]([C:24]2[S:25][CH:26]=[CH:27][CH:28]=2)(=[O:23])=[O:22])=[N:8][CH2:7]1)C.[OH-].[K+].C(O)(=O)CC(CC(O)=O)(C(O)=O)O, predict the reaction product. (6) Given the reactants C(O[C:6](=O)[N:7]([CH:9]1[CH:13]([C:14]2[CH:19]=[CH:18][C:17]([Cl:20])=[C:16]([Cl:21])[CH:15]=2)[CH2:12][N:11]([C:22]([CH:24]2[CH2:29][CH2:28][N:27]([C:30]([C:32]3([CH3:35])[CH2:34][CH2:33]3)=[O:31])[CH2:26][CH2:25]2)=[O:23])[CH2:10]1)C)(C)(C)C.FC(F)(F)C(O)=O.C(=O)([O-])[O-].[Na+].[Na+], predict the reaction product. The product is: [Cl:21][C:16]1[CH:15]=[C:14]([CH:13]2[CH:9]([NH:7][CH3:6])[CH2:10][N:11]([C:22]([CH:24]3[CH2:29][CH2:28][N:27]([C:30]([C:32]4([CH3:35])[CH2:33][CH2:34]4)=[O:31])[CH2:26][CH2:25]3)=[O:23])[CH2:12]2)[CH:19]=[CH:18][C:17]=1[Cl:20].